Dataset: Catalyst prediction with 721,799 reactions and 888 catalyst types from USPTO. Task: Predict which catalyst facilitates the given reaction. (1) Product: [Cl:1][C:2]1[CH:11]=[CH:10][CH:9]=[C:8]2[C:3]=1[N:4]=[C:5]([C:21]([C:25]1[C:26](=[O:30])[CH2:27][CH2:28][CH2:29][C:24]=1[OH:31])=[O:22])[C:6](=[O:20])[N:7]2[C:12]1[CH:13]=[CH:14][C:15]([O:18][CH3:19])=[CH:16][CH:17]=1. Reactant: [Cl:1][C:2]1[CH:11]=[CH:10][CH:9]=[C:8]2[C:3]=1[N:4]=[C:5]([C:21](Cl)=[O:22])[C:6](=[O:20])[N:7]2[C:12]1[CH:17]=[CH:16][C:15]([O:18][CH3:19])=[CH:14][CH:13]=1.[C:24]1(=[O:31])[CH2:29][CH2:28][CH2:27][C:26](=[O:30])[CH2:25]1.C(N(CC)CC)C.CC(C)(O)C#N. The catalyst class is: 2. (2) Reactant: [NH2:1][C:2]1[N:7]([C:8]2[C:13]([F:14])=[CH:12][C:11]([OH:15])=[CH:10][C:9]=2[F:16])[C:6](=[O:17])[CH:5]=[CH:4][C:3]=1[C:18](=[O:27])[C:19]1[CH:24]=[CH:23][C:22]([F:25])=[CH:21][C:20]=1[F:26].[C:28]([O:32][C:33]([NH:35][C@@H:36]([CH2:45][CH2:46]O)[C:37]([O:39][CH:40]1[CH2:44][CH2:43][CH2:42][CH2:41]1)=[O:38])=[O:34])([CH3:31])([CH3:30])[CH3:29].C1C=CC(P(C2C=CC=CC=2)C2C=CC=CC=2)=CC=1.N(C(OC(C)C)=O)=NC(OC(C)C)=O. Product: [NH2:1][C:2]1[N:7]([C:8]2[C:9]([F:16])=[CH:10][C:11]([O:15][CH2:46][CH2:45][C@H:36]([NH:35][C:33]([O:32][C:28]([CH3:29])([CH3:31])[CH3:30])=[O:34])[C:37]([O:39][CH:40]3[CH2:41][CH2:42][CH2:43][CH2:44]3)=[O:38])=[CH:12][C:13]=2[F:14])[C:6](=[O:17])[CH:5]=[CH:4][C:3]=1[C:18](=[O:27])[C:19]1[CH:24]=[CH:23][C:22]([F:25])=[CH:21][C:20]=1[F:26]. The catalyst class is: 1. (3) Reactant: [NH2:1][C:2]1[CH:7]=[CH:6][C:5]([C:8]2[O:12][C:11]([CH2:13][CH:14]([C:20]3[CH:27]=[CH:26][C:23]([C:24]#[N:25])=[C:22]([C:28]([F:31])([F:30])[F:29])[CH:21]=3)[NH:15][C:16]([F:19])([F:18])[F:17])=[N:10][N:9]=2)=[CH:4][CH:3]=1.[C:32](Cl)(=[O:34])[CH3:33]. Product: [C:24]([C:23]1[CH:26]=[CH:27][C:20]([CH:14]([NH:15][C:16]([F:17])([F:18])[F:19])[CH2:13][C:11]2[O:12][C:8]([C:5]3[CH:6]=[CH:7][C:2]([NH:1][C:32](=[O:34])[CH3:33])=[CH:3][CH:4]=3)=[N:9][N:10]=2)=[CH:21][C:22]=1[C:28]([F:30])([F:29])[F:31])#[N:25]. The catalyst class is: 1.